From a dataset of Forward reaction prediction with 1.9M reactions from USPTO patents (1976-2016). Predict the product of the given reaction. (1) The product is: [C:22]1([C:9]2[C:8]([N:5]3[CH2:6][CH2:7][CH:2]([NH:28][C:29]4[CH:34]=[CH:33][CH:32]=[CH:31][CH:30]=4)[CH2:3][CH2:4]3)=[N:17][C:16]3[C:11](=[CH:12][CH:13]=[C:14]([C:18]([O:20][CH3:21])=[O:19])[CH:15]=3)[N:10]=2)[CH:27]=[CH:26][CH:25]=[CH:24][CH:23]=1. Given the reactants O=[C:2]1[CH2:7][CH2:6][N:5]([C:8]2[C:9]([C:22]3[CH:27]=[CH:26][CH:25]=[CH:24][CH:23]=3)=[N:10][C:11]3[C:16]([N:17]=2)=[CH:15][C:14]([C:18]([O:20][CH3:21])=[O:19])=[CH:13][CH:12]=3)[CH2:4][CH2:3]1.[NH2:28][C:29]1[CH:34]=[CH:33][CH:32]=[CH:31][CH:30]=1.C(O)(=O)C, predict the reaction product. (2) Given the reactants [CH3:1][O:2][C:3](=[O:45])[CH2:4][C@H:5]([O:37][Si](C(C)(C)C)(C)C)[CH2:6][C:7](=[O:36])[CH:8]=[CH:9][C:10]1[N:11]([CH2:34][CH3:35])[C:12]([C:25](=[O:33])[NH:26][C:27]2[CH:32]=[CH:31][CH:30]=[CH:29][CH:28]=2)=[C:13]([CH:22]([CH3:24])[CH3:23])[C:14]=1[C:15]1[CH:20]=[CH:19][C:18]([F:21])=[CH:17][CH:16]=1.F, predict the reaction product. The product is: [CH3:1][O:2][C:3](=[O:45])[CH2:4][C@H:5]([OH:37])[CH2:6][C:7](=[O:36])[CH:8]=[CH:9][C:10]1[N:11]([CH2:34][CH3:35])[C:12]([C:25](=[O:33])[NH:26][C:27]2[CH:32]=[CH:31][CH:30]=[CH:29][CH:28]=2)=[C:13]([CH:22]([CH3:23])[CH3:24])[C:14]=1[C:15]1[CH:20]=[CH:19][C:18]([F:21])=[CH:17][CH:16]=1. (3) Given the reactants [Cl:1][C:2]1[CH:7]=[CH:6][CH:5]=[CH:4][C:3]=1[C:8]1[O:12][CH:11]=[N:10][C:9]=1[C:13]([O:15][CH3:16])=[O:14].[Li+].C[Si]([N-][Si](C)(C)C)(C)C.[I:27]I.S([O-])([O-])(=O)=S.[Na+].[Na+], predict the reaction product. The product is: [Cl:1][C:2]1[CH:7]=[CH:6][CH:5]=[CH:4][C:3]=1[C:8]1[O:12][C:11]([I:27])=[N:10][C:9]=1[C:13]([O:15][CH3:16])=[O:14]. (4) Given the reactants [NH2:1][C:2]1[CH:7]=[CH:6][C:5]([CH2:8][C:9]#[N:10])=[CH:4][CH:3]=1.[Cl:11][C:12]1[CH:13]=[C:14]([C:18]2[N:19]=[C:20](OS(C(F)(F)F)(=O)=O)[C:21]3[S:27](=[O:29])(=[O:28])[CH2:26][CH2:25][CH2:24][C:22]=3[N:23]=2)[CH:15]=[CH:16][CH:17]=1.CN(C=O)C, predict the reaction product. The product is: [Cl:11][C:12]1[CH:13]=[C:14]([C:18]2[N:19]=[C:20]([NH:1][C:2]3[CH:7]=[CH:6][C:5]([CH2:8][C:9]#[N:10])=[CH:4][CH:3]=3)[C:21]3[S:27](=[O:29])(=[O:28])[CH2:26][CH2:25][CH2:24][C:22]=3[N:23]=2)[CH:15]=[CH:16][CH:17]=1. (5) Given the reactants [CH3:1][O:2][C:3](=[O:12])[C:4]1[CH:9]=[C:8]([Cl:10])[C:7]([NH2:11])=[N:6][CH:5]=1.[C:13]([O:17][C:18](=[O:40])[NH:19][C:20]1([C:24]2[CH:29]=[CH:28][C:27]([C:30](=O)[CH:31](Br)[C:32]3[CH:37]=[CH:36][CH:35]=[CH:34][CH:33]=3)=[CH:26][CH:25]=2)[CH2:23][CH2:22][CH2:21]1)([CH3:16])([CH3:15])[CH3:14], predict the reaction product. The product is: [CH3:1][O:2][C:3]([C:4]1[CH:9]=[C:8]([Cl:10])[C:7]2[N:6]([C:31]([C:32]3[CH:33]=[CH:34][CH:35]=[CH:36][CH:37]=3)=[C:30]([C:27]3[CH:26]=[CH:25][C:24]([C:20]4([NH:19][C:18]([O:17][C:13]([CH3:16])([CH3:15])[CH3:14])=[O:40])[CH2:23][CH2:22][CH2:21]4)=[CH:29][CH:28]=3)[N:11]=2)[CH:5]=1)=[O:12].[CH3:1][O:2][C:3](=[O:12])[C:4]1[CH:9]=[C:8]([Cl:10])[C:7]([NH2:11])=[N:6][CH:5]=1. (6) Given the reactants COCCC(Cl)=O.[Br:8][C:9]1[CH:10]=[CH:11][C:12]2[C:13]3[N:22]([CH2:23][CH:24]([CH3:26])[CH3:25])[C:21]([CH2:27][CH2:28][O:29][CH3:30])=[N:20][C:14]=3[C:15]([NH2:19])=[N:16][C:17]=2[CH:18]=1.B1([C:37]2[CH:42]=[CH:41][CH:40]=[N:39][CH:38]=2)OCCCO1, predict the reaction product. The product is: [Br:8][C:9]1[CH:10]=[CH:11][C:12]2[C:13]3[N:22]([CH2:23][CH:24]([CH3:26])[CH3:25])[C:21]([CH2:27][CH2:28][O:29][CH3:30])=[N:20][C:14]=3[C:15]([NH2:19])=[N:16][C:17]=2[CH:18]=1.[CH3:30][O:29][CH2:28][CH2:27][C:21]1[N:22]([CH2:23][CH:24]([CH3:26])[CH3:25])[C:13]2[C:12]3[CH:11]=[CH:10][C:9]([C:37]4[CH:38]=[N:39][CH:40]=[CH:41][CH:42]=4)=[CH:18][C:17]=3[N:16]=[C:15]([NH2:19])[C:14]=2[N:20]=1. (7) Given the reactants CN(C)C(=O)C.[CH3:7][C:8]([CH3:15])([C:12](Cl)=[O:13])[C:9](Cl)=[O:10].[CH2:16]([O:23][C:24]1[CH:29]=[C:28]([NH:30][CH3:31])[C:27]([NH2:32])=[CH:26][CH:25]=1)[C:17]1[CH:22]=[CH:21][CH:20]=[CH:19][CH:18]=1, predict the reaction product. The product is: [CH2:16]([O:23][C:24]1[CH:25]=[CH:26][C:27]2[NH:32][C:12](=[O:13])[C:8]([CH3:15])([CH3:7])[C:9](=[O:10])[N:30]([CH3:31])[C:28]=2[CH:29]=1)[C:17]1[CH:18]=[CH:19][CH:20]=[CH:21][CH:22]=1. (8) The product is: [F:1][C:2]([F:31])([F:30])[C:3]1[CH:29]=[CH:28][C:6]([C:7]2[C:9]3[N:10]=[CH:11][N:12]=[CH:13][C:14]=3[CH2:15][CH2:16][N:17]=2)=[CH:5][CH:4]=1. Given the reactants [F:1][C:2]([F:31])([F:30])[C:3]1[CH:29]=[CH:28][C:6]([C:7]([C:9]2[C:14]([CH2:15][CH2:16][N:17]3C(=O)C4C(=CC=CC=4)C3=O)=[CH:13][N:12]=[CH:11][N:10]=2)=O)=[CH:5][CH:4]=1.O.NN, predict the reaction product. (9) Given the reactants [Cl:1][C:2]1[CH:7]=[CH:6][C:5]([C:8]2[S:9][C:10]([C:14]([OH:16])=O)=[C:11]([CH3:13])[N:12]=2)=[C:4]([O:17][CH3:18])[CH:3]=1.[CH3:19][O:20][C:21]1[CH:30]=[CH:29][C:24]([CH2:25][N:26]([CH3:28])[NH2:27])=[CH:23][CH:22]=1.Cl.C(N=C=NCCCN(C)C)C.O.ON1C2C=CC=CC=2N=N1.C(N(CC)C(C)C)(C)C, predict the reaction product. The product is: [CH3:19][O:20][C:21]1[CH:30]=[CH:29][C:24]([CH2:25][N:26]([CH3:28])[NH:27][C:14]([C:10]2[S:9][C:8]([C:5]3[CH:6]=[CH:7][C:2]([Cl:1])=[CH:3][C:4]=3[O:17][CH3:18])=[N:12][C:11]=2[CH3:13])=[O:16])=[CH:23][CH:22]=1. (10) Given the reactants [Br:1][C:2]1[CH:3]=[C:4]2[C:9](=[CH:10][CH:11]=1)[C:8](=[O:12])[NH:7][C:6](=[O:13])/[C:5]/2=[CH:14]\NC1C=CC(CN2CCOCC2)=CC=1.BrC1C=C2C(=CC=1)[C:36](=[O:40])NC(=O)C2=CNC1C=CC(N2CC(C)NC(C)C2)=CC=1, predict the reaction product. The product is: [Br:1][C:2]1[CH:3]=[C:4]2[C:9](=[CH:10][CH:11]=1)[C:8](=[O:12])[NH:7][C:6](=[O:13])/[C:5]/2=[CH:14]/[O:40][CH3:36].